This data is from Forward reaction prediction with 1.9M reactions from USPTO patents (1976-2016). The task is: Predict the product of the given reaction. (1) The product is: [Br:11][C:8]1[N:6]2[CH:7]=[C:2]([Cl:1])[CH:3]=[CH:4][C:5]2=[N:10][CH:9]=1. Given the reactants [Cl:1][C:2]1[CH:3]=[CH:4][C:5]2[N:6]([CH:8]=[CH:9][N:10]=2)[CH:7]=1.[Br:11]Br, predict the reaction product. (2) The product is: [Cl:1][C:2]1[C:11]([N+:12]([O-:14])=[O:13])=[CH:10][C:9]([CH:16]=[CH2:17])=[CH:8][C:3]=1[C:4]([O:6][CH3:7])=[O:5]. Given the reactants [Cl:1][C:2]1[C:11]([N+:12]([O-:14])=[O:13])=[CH:10][C:9](I)=[CH:8][C:3]=1[C:4]([O:6][CH3:7])=[O:5].[CH:16]([Sn](CCCC)(CCCC)CCCC)=[CH2:17].[F-].[K+], predict the reaction product. (3) Given the reactants Br[C:2]1[CH:3]=[C:4]([S:8]([NH:11][C:12]2[CH:20]=[CH:19][C:15]([C:16]([OH:18])=[O:17])=[C:14]([OH:21])[CH:13]=2)(=[O:10])=[O:9])[S:5][C:6]=1[Cl:7].[F:22][C:23]1[CH:24]=[C:25](B(O)O)[CH:26]=[CH:27][CH:28]=1.C(=O)([O-])[O-].[Na+].[Na+].C(Cl)Cl.Cl, predict the reaction product. The product is: [Cl:7][C:6]1[S:5][C:4]([S:8]([NH:11][C:12]2[CH:20]=[CH:19][C:15]([C:16]([OH:18])=[O:17])=[C:14]([OH:21])[CH:13]=2)(=[O:10])=[O:9])=[CH:3][C:2]=1[C:27]1[CH:26]=[CH:25][CH:24]=[C:23]([F:22])[CH:28]=1. (4) Given the reactants [C@@H:1]1([NH:10][C:11]2[N:19]=[CH:18][N:17]=[C:16]3[C:12]=2[N:13]=[CH:14][N:15]3[C@H:20]2[C@:24]([CH3:26])([OH:25])[C@H:23]([OH:27])[C@@H:22]([CH2:28][OH:29])[O:21]2)[C:9]2[C:4](=[CH:5][CH:6]=[CH:7][CH:8]=2)[CH2:3][CH2:2]1.O.[C:31]1(C)[CH:36]=CC(S(O)(=O)=O)=C[CH:32]=1.COC(OC)(C)C.CO, predict the reaction product. The product is: [C@@H:1]1([NH:10][C:11]2[N:19]=[CH:18][N:17]=[C:16]3[C:12]=2[N:13]=[CH:14][N:15]3[C@H:20]2[C@:24]3([CH3:26])[O:25][C:31]([CH3:36])([CH3:32])[O:27][C@@H:23]3[C@@H:22]([CH2:28][OH:29])[O:21]2)[C:9]2[C:4](=[CH:5][CH:6]=[CH:7][CH:8]=2)[CH2:3][CH2:2]1. (5) Given the reactants [S:1]1[CH:5]=[CH:4][N:3]=[C:2]1[C:6]([Cl:8])=[O:7].[NH2:9][C:10]1[C:19]2[C:14](=[CH:15][C:16]([O:22][CH3:23])=[C:17]([O:20][CH3:21])[CH:18]=2)[N:13]=[C:12]([N:24]2[CH2:29][CH2:28][NH:27][CH2:26][CH2:25]2)[N:11]=1, predict the reaction product. The product is: [ClH:8].[NH2:9][C:10]1[C:19]2[C:14](=[CH:15][C:16]([O:22][CH3:23])=[C:17]([O:20][CH3:21])[CH:18]=2)[N:13]=[C:12]([N:24]2[CH2:29][CH2:28][N:27]([C:6]([C:2]3[S:1][CH:5]=[CH:4][N:3]=3)=[O:7])[CH2:26][CH2:25]2)[N:11]=1.